From a dataset of Forward reaction prediction with 1.9M reactions from USPTO patents (1976-2016). Predict the product of the given reaction. (1) Given the reactants Cl[C:2]1[N:7]=[C:6]([NH:8][C:9]2[CH:14]=[CH:13][CH:12]=[C:11]([OH:15])[CH:10]=2)[C:5]([F:16])=[CH:4][N:3]=1.[O:17]1[C:22]2[CH:23]=[CH:24][C:25]([CH2:27][NH2:28])=[CH:26][C:21]=2[O:20][CH2:19][CH2:18]1.N1C=CC(N)=NC=1N, predict the reaction product. The product is: [O:17]1[C:22]2[CH:23]=[CH:24][C:25]([CH2:27][NH:28][C:2]3[N:7]=[C:6]([NH:8][C:9]4[CH:14]=[CH:13][CH:12]=[C:11]([OH:15])[CH:10]=4)[C:5]([F:16])=[CH:4][N:3]=3)=[CH:26][C:21]=2[O:20][CH2:19][CH2:18]1. (2) The product is: [CH:40]1([NH:39][C:37](=[O:38])[NH:36][C:33]2[CH:34]=[CH:35][C:30]([O:29][C:26]3[CH:25]=[CH:24][N:23]=[C:22]4[CH:21]=[C:20]([C:17]5[N:18]([CH3:19])[C:14]([CH2:13][N:8]([CH2:9][CH2:10][O:11][CH3:12])[C:6](=[O:7])[CH2:5][OH:4])=[CH:15][N:16]=5)[S:28][C:27]=34)=[C:31]([F:43])[CH:32]=2)[CH2:41][CH2:42]1. Given the reactants C([O:4][CH2:5][C:6]([N:8]([CH2:13][C:14]1[N:18]([CH3:19])[C:17]([C:20]2[S:28][C:27]3[C:22](=[N:23][CH:24]=[CH:25][C:26]=3[O:29][C:30]3[CH:35]=[CH:34][C:33]([NH:36][C:37]([NH:39][CH:40]4[CH2:42][CH2:41]4)=[O:38])=[CH:32][C:31]=3[F:43])[CH:21]=2)=[N:16][CH:15]=1)[CH2:9][CH2:10][O:11][CH3:12])=[O:7])(=O)C.[Li+].[OH-], predict the reaction product. (3) Given the reactants C([O:3][C:4]([C:6]1[N:7]=[CH:8][N:9]([C:11]2[CH:20]=[CH:19][C:18]3[C:13](=[CH:14][CH:15]=[CH:16][CH:17]=3)[N:12]=2)[CH:10]=1)=O)C.[H-].[Al+3].[Li+].[H-].[H-].[H-], predict the reaction product. The product is: [N:12]1[C:13]2[C:18](=[CH:17][CH:16]=[CH:15][CH:14]=2)[CH:19]=[CH:20][C:11]=1[N:9]1[CH:10]=[C:6]([CH2:4][OH:3])[N:7]=[CH:8]1. (4) Given the reactants N#N.[F:3][C:4]1[C:5]([NH:22][C:23]2[CH:24]=[C:25]([NH:29][C:30](=[O:35])[CH:31]([OH:34])[CH2:32][OH:33])[CH:26]=[CH:27][CH:28]=2)=[N:6][C:7]([NH:10][C:11]2[CH:16]=[CH:15][C:14]([O:17][CH2:18][CH2:19][O:20][CH3:21])=[CH:13][CH:12]=2)=[N:8][CH:9]=1.[CH3:36][S:37](Cl)(=[O:39])=[O:38], predict the reaction product. The product is: [CH3:36][S:37]([O:33][CH2:32][CH:31]([OH:34])[C:30]([NH:29][C:25]1[CH:26]=[CH:27][CH:28]=[C:23]([NH:22][C:5]2[C:4]([F:3])=[CH:9][N:8]=[C:7]([NH:10][C:11]3[CH:16]=[CH:15][C:14]([O:17][CH2:18][CH2:19][O:20][CH3:21])=[CH:13][CH:12]=3)[N:6]=2)[CH:24]=1)=[O:35])(=[O:39])=[O:38].